Task: Regression. Given two drug SMILES strings and cell line genomic features, predict the synergy score measuring deviation from expected non-interaction effect.. Dataset: NCI-60 drug combinations with 297,098 pairs across 59 cell lines (1) Drug 1: C1=CC(=CC=C1CCC2=CNC3=C2C(=O)NC(=N3)N)C(=O)NC(CCC(=O)O)C(=O)O. Drug 2: CCN(CC)CCNC(=O)C1=C(NC(=C1C)C=C2C3=C(C=CC(=C3)F)NC2=O)C. Cell line: RXF 393. Synergy scores: CSS=6.25, Synergy_ZIP=1.13, Synergy_Bliss=-3.12, Synergy_Loewe=-8.69, Synergy_HSA=-4.06. (2) Drug 1: CCC1=CC2CC(C3=C(CN(C2)C1)C4=CC=CC=C4N3)(C5=C(C=C6C(=C5)C78CCN9C7C(C=CC9)(C(C(C8N6C)(C(=O)OC)O)OC(=O)C)CC)OC)C(=O)OC.C(C(C(=O)O)O)(C(=O)O)O. Drug 2: CN(CC1=CN=C2C(=N1)C(=NC(=N2)N)N)C3=CC=C(C=C3)C(=O)NC(CCC(=O)O)C(=O)O. Cell line: SW-620. Synergy scores: CSS=57.3, Synergy_ZIP=-4.50, Synergy_Bliss=-2.28, Synergy_Loewe=-4.28, Synergy_HSA=0.185. (3) Drug 1: CC(C1=C(C=CC(=C1Cl)F)Cl)OC2=C(N=CC(=C2)C3=CN(N=C3)C4CCNCC4)N. Drug 2: CC1CCC2CC(C(=CC=CC=CC(CC(C(=O)C(C(C(=CC(C(=O)CC(OC(=O)C3CCCCN3C(=O)C(=O)C1(O2)O)C(C)CC4CCC(C(C4)OC)O)C)C)O)OC)C)C)C)OC. Cell line: T-47D. Synergy scores: CSS=14.7, Synergy_ZIP=0.0589, Synergy_Bliss=3.84, Synergy_Loewe=-8.63, Synergy_HSA=2.41. (4) Drug 2: C1=CC(=CC=C1C#N)C(C2=CC=C(C=C2)C#N)N3C=NC=N3. Drug 1: C1=NC2=C(N1)C(=S)N=C(N2)N. Cell line: M14. Synergy scores: CSS=37.2, Synergy_ZIP=-3.07, Synergy_Bliss=-1.17, Synergy_Loewe=-8.74, Synergy_HSA=-1.92. (5) Drug 1: CCN(CC)CCNC(=O)C1=C(NC(=C1C)C=C2C3=C(C=CC(=C3)F)NC2=O)C. Drug 2: B(C(CC(C)C)NC(=O)C(CC1=CC=CC=C1)NC(=O)C2=NC=CN=C2)(O)O. Cell line: RXF 393. Synergy scores: CSS=19.1, Synergy_ZIP=1.89, Synergy_Bliss=-1.35, Synergy_Loewe=-52.5, Synergy_HSA=-8.28. (6) Drug 1: CC1=C2C(C(=O)C3(C(CC4C(C3C(C(C2(C)C)(CC1OC(=O)C(C(C5=CC=CC=C5)NC(=O)C6=CC=CC=C6)O)O)OC(=O)C7=CC=CC=C7)(CO4)OC(=O)C)O)C)OC(=O)C. Drug 2: COC1=C2C(=CC3=C1OC=C3)C=CC(=O)O2. Cell line: RXF 393. Synergy scores: CSS=37.9, Synergy_ZIP=-4.50, Synergy_Bliss=-2.50, Synergy_Loewe=-44.1, Synergy_HSA=-2.87. (7) Drug 1: CC1=C(C=C(C=C1)NC(=O)C2=CC=C(C=C2)CN3CCN(CC3)C)NC4=NC=CC(=N4)C5=CN=CC=C5. Drug 2: C1=CN(C=N1)CC(O)(P(=O)(O)O)P(=O)(O)O. Cell line: NCI-H522. Synergy scores: CSS=-2.46, Synergy_ZIP=0.0216, Synergy_Bliss=-2.82, Synergy_Loewe=-4.04, Synergy_HSA=-3.77.